From a dataset of Full USPTO retrosynthesis dataset with 1.9M reactions from patents (1976-2016). Predict the reactants needed to synthesize the given product. (1) The reactants are: [OH-].[Na+].[Br:3][C:4]1[CH:5]=[C:6]([Cl:13])[C:7]([CH2:10][C:11]#[N:12])=[N:8][CH:9]=1.Cl.Br[CH2:16][CH2:17]Cl. Given the product [Br:3][C:4]1[CH:5]=[C:6]([Cl:13])[C:7]([C:10]2([C:11]#[N:12])[CH2:17][CH2:16]2)=[N:8][CH:9]=1, predict the reactants needed to synthesize it. (2) Given the product [I:22][C:21]1[C:3]([CH:23]=[O:24])=[C:1]([O:29][CH3:28])[N:4]=[CH:5][CH:7]=1, predict the reactants needed to synthesize it. The reactants are: [CH:1]([NH:4][CH:5]([CH3:7])C)([CH3:3])C.N#N.[Li]CCCC.FC1[C:21]([I:22])=CC=CN=1.[CH:23](OCC)=[O:24].[CH3:28][O-:29].[Na+]. (3) Given the product [CH3:1][C:2]1([CH3:31])[CH2:11][CH2:10][C:9]([CH3:12])([CH3:13])[C:8]2[CH:7]=[C:6]([C:14]3([C:19]4[CH:20]=[CH:21][C:22]([CH2:25][CH2:26][C:27]([O:29][CH3:30])=[O:28])=[CH:23][CH:24]=4)[O:18][CH2:17][CH2:16][O:15]3)[CH:5]=[CH:4][C:3]1=2, predict the reactants needed to synthesize it. The reactants are: [CH3:1][C:2]1([CH3:31])[CH2:11][CH2:10][C:9]([CH3:13])([CH3:12])[C:8]2[CH:7]=[C:6]([C:14]3([C:19]4[CH:24]=[CH:23][C:22](/[CH:25]=[CH:26]/[C:27]([O:29][CH3:30])=[O:28])=[CH:21][CH:20]=4)[O:18][CH2:17][CH2:16][O:15]3)[CH:5]=[CH:4][C:3]1=2.CCO.CCOC(C)=O.[H][H]. (4) Given the product [Cl:15][CH2:14][CH2:13][O:12][C:10]1[CH:9]=[C:8]([O:16][CH2:17][CH2:18][O:19][CH3:20])[CH:7]=[C:6]2[C:11]=1[C:2]([NH:21][C:22]1[CH:26]=[C:25]([CH2:27][C:28]([OH:30])=[O:29])[NH:24][N:23]=1)=[N:3][CH:4]=[N:5]2, predict the reactants needed to synthesize it. The reactants are: Cl[C:2]1[C:11]2[C:6](=[CH:7][C:8]([O:16][CH2:17][CH2:18][O:19][CH3:20])=[CH:9][C:10]=2[O:12][CH2:13][CH2:14][Cl:15])[N:5]=[CH:4][N:3]=1.[NH2:21][C:22]1[CH:26]=[C:25]([CH2:27][C:28]([OH:30])=[O:29])[NH:24][N:23]=1.Cl.[OH-].[Na+]. (5) Given the product [N+:13]([CH2:16][CH2:17][O:3][C:1](=[O:4])[CH3:2])([O-:15])=[O:14], predict the reactants needed to synthesize it. The reactants are: [C:1]([O-:4])(=[O:3])[CH3:2].[Na+].C(OC(=O)C)(=O)C.[N+:13]([CH2:16][CH2:17]O)([O-:15])=[O:14]. (6) Given the product [CH:13]1[C:9]2[CH:10]=[CH:11][C:12]3[CH:2]=[CH:3][CH:4]=[CH:5][C:6]=3[C:7](=[C:17]3[CH2:18][CH2:19][N:20]([C:23](=[O:26])[CH2:24][NH:25][C:40]([N:34]4[CH2:39][CH2:38][CH2:37][CH2:36][CH2:35]4)=[O:41])[CH2:21][CH2:22]3)[C:8]=2[CH:16]=[CH:15][CH:14]=1, predict the reactants needed to synthesize it. The reactants are: Cl.[CH:2]1[C:12]2[CH:11]=[CH:10][C:9]3[CH:13]=[CH:14][CH:15]=[CH:16][C:8]=3[C:7](=[C:17]3[CH2:22][CH2:21][N:20]([C:23](=[O:26])[CH2:24][NH2:25])[CH2:19][CH2:18]3)[C:6]=2[CH:5]=[CH:4][CH:3]=1.C(N(CC)CC)C.[N:34]1([C:40](Cl)=[O:41])[CH2:39][CH2:38][CH2:37][CH2:36][CH2:35]1.